From a dataset of Reaction yield outcomes from USPTO patents with 853,638 reactions. Predict the reaction yield, written as a fraction of the theoretical maximum amount of product (1.0 means a 100% yield; for example, 0.34 means a 34% yield). (1) The reactants are [F:1][C:2]1[CH:3]=[C:4]([NH:28][C:29]([C:31]2[C:32](=[O:44])[N:33]([C:37]3[CH:42]=[CH:41][C:40]([F:43])=[CH:39][CH:38]=3)[N:34]=[CH:35][CH:36]=2)=[O:30])[CH:5]=[CH:6][C:7]=1[O:8][C:9]1[CH:14]=[CH:13][N:12]=[C:11]2[N:15]([CH2:19][C:20]3[CH:25]=[CH:24][C:23]([O:26][CH3:27])=[CH:22][CH:21]=3)[N:16]=[C:17](I)[C:10]=12.[CH3:45][N:46]([CH:54]1[CH2:59][CH2:58][NH:57][CH2:56][CH2:55]1)[C:47](=[O:53])[O:48][C:49]([CH3:52])([CH3:51])[CH3:50].N1CCC[C@H]1C(O)=O.C([O-])([O-])=O.[K+].[K+]. The catalyst is [Cu]I.CS(C)=O. The product is [F:1][C:2]1[CH:3]=[C:4]([NH:28][C:29]([C:31]2[C:32](=[O:44])[N:33]([C:37]3[CH:42]=[CH:41][C:40]([F:43])=[CH:39][CH:38]=3)[N:34]=[CH:35][CH:36]=2)=[O:30])[CH:5]=[CH:6][C:7]=1[O:8][C:9]1[CH:14]=[CH:13][N:12]=[C:11]2[N:15]([CH2:19][C:20]3[CH:25]=[CH:24][C:23]([O:26][CH3:27])=[CH:22][CH:21]=3)[N:16]=[C:17]([N:57]3[CH2:56][CH2:55][CH:54]([N:46]([CH3:45])[C:47](=[O:53])[O:48][C:49]([CH3:50])([CH3:51])[CH3:52])[CH2:59][CH2:58]3)[C:10]=12. The yield is 0.878. (2) The yield is 0.780. The product is [I:15][C:4]1[C:3]([C:1]#[N:2])=[C:7]([S:27]([CH3:16])(=[O:30])=[O:28])[S:6][C:5]=1[C:10]([O:12][CH2:13][CH3:14])=[O:11]. The catalyst is C(Cl)Cl.C1COCC1. The reactants are [C:1]([C:3]1[C:4]([I:15])=[C:5]([C:10]([O:12][CH2:13][CH3:14])=[O:11])[S:6][C:7]=1SC)#[N:2].[CH:16]1C=C(Cl)C=C(C(OO)=O)C=1.[S:27]([O-:30])([O-])=[O:28].[Na+].[Na+].C(=O)([O-])[O-].[K+].[K+]. (3) The reactants are CC1(C)C(C)(C)OB([C:9]2[CH:29]=[CH:28][C:12]([C:13]([N:15]3[CH2:20][CH2:19][N:18]([C:21]([O:23]C(C)(C)C)=O)[CH2:17][CH2:16]3)=[O:14])=[CH:11][CH:10]=2)O1.Br[C:32]1[CH:33]=[C:34]2[C:38](=[CH:39][CH:40]=1)[NH:37][CH:36]=[C:35]2[C:41]#[N:42].P([O-])([O-])([O-])=O.[K+].[K+].[K+].[OH:51][C:52]1(C(O)=O)[CH2:54][CH2:53]1.F[P-](F)(F)(F)(F)F.N1(O[P+](N(C)C)(N(C)C)N(C)C)C2C=CC=CC=2N=N1. The catalyst is [Cl-].[Na+].O.C(OCC)(=O)C.[OH-].[Na+].C1C=CC([P]([Pd]([P](C2C=CC=CC=2)(C2C=CC=CC=2)C2C=CC=CC=2)([P](C2C=CC=CC=2)(C2C=CC=CC=2)C2C=CC=CC=2)[P](C2C=CC=CC=2)(C2C=CC=CC=2)C2C=CC=CC=2)(C2C=CC=CC=2)C2C=CC=CC=2)=CC=1. The product is [OH:51][C:52]1([C:21]([N:18]2[CH2:17][CH2:16][N:15]([C:13]([C:12]3[CH:11]=[CH:10][C:9]([C:32]4[CH:33]=[C:34]5[C:38](=[CH:39][CH:40]=4)[NH:37][CH:36]=[C:35]5[C:41]#[N:42])=[CH:29][CH:28]=3)=[O:14])[CH2:20][CH2:19]2)=[O:23])[CH2:54][CH2:53]1. The yield is 0.420. (4) The reactants are [C:1]1([CH3:14])[CH:6]=[C:5]([CH3:7])[CH:4]=[C:3]([CH3:8])[C:2]=1[S:9]([O:12][NH2:13])(=[O:11])=[O:10].[C:15](#[N:22])[C:16]1[CH:21]=[CH:20][N:19]=[CH:18][CH:17]=1.C(OCC)C. The catalyst is ClCCl. The product is [CH3:8][C:3]1[CH:4]=[C:5]([CH3:7])[CH:6]=[C:1]([CH3:14])[C:2]=1[S:9]([O-:12])(=[O:11])=[O:10].[NH2:13][N+:19]1[CH:20]=[CH:21][C:16]([C:15]#[N:22])=[CH:17][CH:18]=1. The yield is 0.940. (5) The reactants are [N:1]1[CH:6]=[CH:5][N:4]=[CH:3][C:2]=1[CH2:7][CH2:8][C:9]([O:11][C:12]([CH3:15])([CH3:14])[CH3:13])=[O:10]. The catalyst is C(O)C.[Pd]. The product is [NH:1]1[CH2:6][CH2:5][NH:4][CH2:3][CH:2]1[CH2:7][CH2:8][C:9]([O:11][C:12]([CH3:15])([CH3:14])[CH3:13])=[O:10]. The yield is 0.833.